Dataset: Catalyst prediction with 721,799 reactions and 888 catalyst types from USPTO. Task: Predict which catalyst facilitates the given reaction. (1) Reactant: [C:1]1([C:7](=O)[CH2:8][CH2:9][C:10](=O)[CH2:11][CH3:12])[CH:6]=[CH:5][CH:4]=[CH:3][CH:2]=1.[CH2:15]([CH2:17][NH2:18])[OH:16].C(O)(=O)C(C)(C)C.CCCCCCC.O1CCCC1.C1(C)C=CC=CC=1. Product: [OH:16][CH2:15][CH2:17][N:18]1[C:10]([CH2:11][CH3:12])=[CH:9][CH:8]=[C:7]1[C:1]1[CH:6]=[CH:5][CH:4]=[CH:3][CH:2]=1. The catalyst class is: 46. (2) Reactant: [Br:1][C:2]1[C:10]2[C:9](Cl)=[N:8][CH:7]=[N:6][C:5]=2[S:4][C:3]=1[CH3:12].[CH:13]1([NH2:20])[CH2:18][CH2:17][CH:16]([NH2:19])[CH2:15][CH2:14]1.C(N(CC)CC)C. Product: [Br:1][C:2]1[C:10]2[C:9]([NH:19][CH:16]3[CH2:17][CH2:18][CH:13]([NH2:20])[CH2:14][CH2:15]3)=[N:8][CH:7]=[N:6][C:5]=2[S:4][C:3]=1[CH3:12]. The catalyst class is: 3. (3) Reactant: [Cl:1][C:2]1[CH:3]=[C:4]([NH:8][C:9]2[O:13][C:12]([C:14]3[CH:19]=[CH:18][C:17]([OH:20])=[CH:16][CH:15]=3)=[N:11][N:10]=2)[CH:5]=[CH:6][CH:7]=1.C[Si]([N-][Si](C)(C)C)(C)C.[K+].Br[C:32]1[CH:33]=[N:34][CH:35]=[N:36][CH:37]=1.C([O-])([O-])=O.[K+].[K+]. Product: [N:34]1[CH:33]=[C:32]([O:20][C:17]2[CH:18]=[CH:19][C:14]([C:12]3[O:13][C:9]([NH:8][C:4]4[CH:5]=[CH:6][CH:7]=[C:2]([Cl:1])[CH:3]=4)=[N:10][N:11]=3)=[CH:15][CH:16]=2)[CH:37]=[N:36][CH:35]=1. The catalyst class is: 121. (4) Reactant: [N:1]1([C:9]([O:11][CH2:12][C:13]2[CH:18]=[CH:17][CH:16]=[CH:15][CH:14]=2)=[O:10])[CH2:8][CH2:7][CH2:6][C@H:2]1[C:3]([OH:5])=O.CN(C(ON1N=NC2C=CC=NC1=2)=[N+](C)C)C.F[P-](F)(F)(F)(F)F.CCN(C(C)C)C(C)C.[N+:52]([C:55]1[CH:60]=[CH:59][C:58]([C:61]2[N:62]=[C:63]([NH2:66])[S:64][CH:65]=2)=[CH:57][CH:56]=1)([O-:54])=[O:53]. Product: [CH2:12]([O:11][C:9]([N:1]1[CH2:8][CH2:7][CH2:6][CH:2]1[C:3](=[O:5])[NH:66][C:63]1[S:64][CH:65]=[C:61]([C:58]2[CH:57]=[CH:56][C:55]([N+:52]([O-:54])=[O:53])=[CH:60][CH:59]=2)[N:62]=1)=[O:10])[C:13]1[CH:18]=[CH:17][CH:16]=[CH:15][CH:14]=1. The catalyst class is: 3. (5) Product: [OH:52][C@H:6]1[C@@H:5]([OH:4])[C@H:10]([OH:11])[C@@H:9]([CH2:15][OH:16])[O:8][C@@H:7]1[O:20][C:21]1[CH:22]=[CH:23][C:24]([C:41]2[CH:50]=[C:45]([C:46]([O:48][CH3:49])=[O:47])[CH:44]=[N:43][CH:42]=2)=[CH:25][CH:26]=1. Reactant: C([O:4][C@@H:5]1[C@@H:10]([O:11]C(=O)C)[C@@H:9]([CH2:15][O:16]C(=O)C)[O:8][C@H:7]([O:20][C:21]2[CH:26]=[CH:25][C:24](B3OC(C)(C)C(C)(C)O3)=[CH:23][CH:22]=2)[C@H:6]1CC([O-])=O)(=O)C.Br[C:41]1[CH:42]=[N:43][CH:44]=[C:45]([CH:50]=1)[C:46]([O:48][CH3:49])=[O:47].C(=O)([O-])[O-:52].[Cs+].[Cs+]. The catalyst class is: 70. (6) Reactant: Cl[C:2]1[N:7]=[C:6]([Cl:8])[N:5]=[C:4]2[N:9]([CH3:12])[N:10]=[CH:11][C:3]=12.CCN(CC)CC.Cl.[CH:21]12[O:28][CH:25]([O:26][CH2:27]1)[CH2:24][NH:23][CH2:22]2. Product: [Cl:8][C:6]1[N:5]=[C:4]2[N:9]([CH3:12])[N:10]=[CH:11][C:3]2=[C:2]([N:23]2[CH2:24][CH:25]3[O:28][CH:21]([CH2:27][O:26]3)[CH2:22]2)[N:7]=1. The catalyst class is: 2. (7) The catalyst class is: 1. Product: [Cl:1][C:2]1[CH:34]=[CH:33][CH:32]=[C:31]([Cl:35])[C:3]=1[C:4]([NH:6][C@@H:7]([CH2:8][OH:9])[CH2:12][C:13]1[CH:14]=[C:15]2[C:20](=[CH:21][CH:22]=1)[N:19]=[C:18]([C:23]1[C:28]([Cl:29])=[CH:27][CH:26]=[CH:25][C:24]=1[Cl:30])[CH:17]=[CH:16]2)=[O:5]. Reactant: [Cl:1][C:2]1[CH:34]=[CH:33][CH:32]=[C:31]([Cl:35])[C:3]=1[C:4]([NH:6][C@H:7]([CH2:12][C:13]1[CH:14]=[C:15]2[C:20](=[CH:21][CH:22]=1)[N:19]=[C:18]([C:23]1[C:28]([Cl:29])=[CH:27][CH:26]=[CH:25][C:24]=1[Cl:30])[CH:17]=[CH:16]2)[C:8](OC)=[O:9])=[O:5].[H-].[H-].[H-].[H-].[Li+].[Al+3].